From a dataset of Reaction yield outcomes from USPTO patents with 853,638 reactions. Predict the reaction yield, written as a fraction of the theoretical maximum amount of product (1.0 means a 100% yield; for example, 0.34 means a 34% yield). (1) The reactants are [C:1]([O:5][C:6]([N:8]1[CH2:13][CH2:12][CH:11]([S:14]C(=O)C)[CH2:10][CH2:9]1)=[O:7])([CH3:4])([CH3:3])[CH3:2].[OH-].[K+].Br[C:21]([CH3:28])([CH3:27])[C:22]([O:24][CH2:25][CH3:26])=[O:23]. The catalyst is C(O)C. The product is [C:1]([O:5][C:6]([N:8]1[CH2:13][CH2:12][CH:11]([S:14][C:21]([C:22]([O:24][CH2:25][CH3:26])=[O:23])([CH3:28])[CH3:27])[CH2:10][CH2:9]1)=[O:7])([CH3:4])([CH3:2])[CH3:3]. The yield is 0.870. (2) The reactants are [O:1]=[C:2]1[CH2:7][CH2:6][N:5]([C:8]2[CH:13]=[CH:12][C:11]([N:14]3[CH2:18][C@H:17]([CH2:19][NH:20][C:21](=[O:23])[CH3:22])[O:16][C:15]3=[O:24])=[CH:10][C:9]=2[F:25])[CH2:4][CH2:3]1.[C-:26]#[N:27].[K+]. The catalyst is CN(C)C=O. The product is [C:26]([C:2]1([OH:1])[CH2:3][CH2:4][N:5]([C:8]2[CH:13]=[CH:12][C:11]([N:14]3[CH2:18][C@H:17]([CH2:19][NH:20][C:21](=[O:23])[CH3:22])[O:16][C:15]3=[O:24])=[CH:10][C:9]=2[F:25])[CH2:6][CH2:7]1)#[N:27]. The yield is 0.420. (3) The product is [CH3:15][O:14][C@@H:11]1[CH2:12][CH2:13][NH:8][CH2:9][C@H:10]1[NH:16][C:17](=[O:23])[O:18][C:19]([CH3:21])([CH3:20])[CH3:22]. The yield is 1.00. The catalyst is CO.[Pd]. The reactants are C([N:8]1[CH2:13][CH2:12][C@@H:11]([O:14][CH3:15])[C@H:10]([NH:16][C:17](=[O:23])[O:18][C:19]([CH3:22])([CH3:21])[CH3:20])[CH2:9]1)C1C=CC=CC=1.[H][H]. (4) The reactants are [C:1]([O:5][C:6]([N:8]1[CH2:13][CH2:12][N:11]([C:14]2[S:15][C:16]([C:32]([OH:34])=O)=[C:17]([C:19]3[CH:24]=[CH:23][C:22]([O:25][C:26]4[CH:31]=[CH:30][CH:29]=[CH:28][CH:27]=4)=[CH:21][CH:20]=3)[N:18]=2)[CH2:10][CH2:9]1)=[O:7])([CH3:4])([CH3:3])[CH3:2].C[N:36](C(ON1N=NC2C=CC=NC1=2)=[N+](C)C)C.F[P-](F)(F)(F)(F)F. The catalyst is C(Cl)Cl. The product is [C:32]([C:16]1[S:15][C:14]([N:11]2[CH2:10][CH2:9][N:8]([C:6]([O:5][C:1]([CH3:2])([CH3:4])[CH3:3])=[O:7])[CH2:13][CH2:12]2)=[N:18][C:17]=1[C:19]1[CH:24]=[CH:23][C:22]([O:25][C:26]2[CH:27]=[CH:28][CH:29]=[CH:30][CH:31]=2)=[CH:21][CH:20]=1)(=[O:34])[NH2:36]. The yield is 1.00. (5) The reactants are [Cl-].[Cl-].[Ca+2].[CH2:4]([N:11]1[C:16](=[O:17])[CH:15]=[C:14]([C:18](OCC)=[O:19])[CH:13]=[N:12]1)[C:5]1[CH:10]=[CH:9][CH:8]=[CH:7][CH:6]=1.[BH4-].[Na+]. The catalyst is C1COCC1.CO. The product is [CH2:4]([N:11]1[C:16](=[O:17])[CH:15]=[C:14]([CH2:18][OH:19])[CH:13]=[N:12]1)[C:5]1[CH:10]=[CH:9][CH:8]=[CH:7][CH:6]=1. The yield is 0.180.